This data is from Forward reaction prediction with 1.9M reactions from USPTO patents (1976-2016). The task is: Predict the product of the given reaction. (1) Given the reactants [O:1]1[CH:5]=[CH:4][C:3]([C:6]2[C:7]([O:23][CH3:24])=[C:8]([C:12]([CH2:15][S:16][C:17]3[CH:22]=[CH:21][CH:20]=[CH:19][CH:18]=3)=[CH:13][CH:14]=2)[C:9]([OH:11])=[O:10])=[CH:2]1.[CH2:25](Br)[C:26]1[CH:31]=[CH:30][CH:29]=[CH:28][CH:27]=1.C(=O)([O-])[O-].[K+].[K+], predict the reaction product. The product is: [O:1]1[CH:5]=[CH:4][C:3]([C:6]2[C:7]([O:23][CH3:24])=[C:8]([C:12]([CH2:15][S:16][C:17]3[CH:18]=[CH:19][CH:20]=[CH:21][CH:22]=3)=[CH:13][CH:14]=2)[C:9]([O:11][CH2:25][C:26]2[CH:31]=[CH:30][CH:29]=[CH:28][CH:27]=2)=[O:10])=[CH:2]1. (2) Given the reactants C([C:5]([N:7]1[CH2:11][C@H:10]([C:12]2[CH:17]=[CH:16][CH:15]=[CH:14][CH:13]=2)[CH2:9][C@H:8]1[C:18]([OH:20])=O)=[O:6])(C)(C)C.N1C2C=C[CH:28]=[C:29]([CH2:30]S([O-])(=O)=O)[C:24]=2N=N1.Cl.[C:36]([CH:38]1[CH2:42][CH2:41][CH2:40][NH:39]1)#[N:37].CN(C=[O:47])C, predict the reaction product. The product is: [C:29]([O:47][C:5]([N:7]1[CH2:11][C@H:10]([C:12]2[CH:13]=[CH:14][CH:15]=[CH:16][CH:17]=2)[CH2:9][C@H:8]1[C:18]([N:39]1[CH2:40][CH2:41][CH2:42][C@H:38]1[C:36]#[N:37])=[O:20])=[O:6])([CH3:30])([CH3:24])[CH3:28].